From a dataset of Catalyst prediction with 721,799 reactions and 888 catalyst types from USPTO. Predict which catalyst facilitates the given reaction. (1) Reactant: Br[C:2]1[CH:6]=[CH:5][S:4][C:3]=1[C:7]1[CH:12]=[CH:11][N:10]=[C:9]2[N:13](S(C3C=CC(C)=CC=3)(=O)=O)[CH:14]=[CH:15][C:8]=12.[C:26]([NH:33][C:34]1[CH:39]=[CH:38][C:37](B(O)O)=[CH:36][CH:35]=1)([O:28][C:29]([CH3:32])([CH3:31])[CH3:30])=[O:27].O.[OH-].[Ba+2].[OH-]. Product: [NH:13]1[C:9]2=[N:10][CH:11]=[CH:12][C:7]([C:3]3[S:4][CH:5]=[CH:6][C:2]=3[C:37]3[CH:36]=[CH:35][C:34]([NH:33][C:26](=[O:27])[O:28][C:29]([CH3:31])([CH3:30])[CH3:32])=[CH:39][CH:38]=3)=[C:8]2[CH:15]=[CH:14]1. The catalyst class is: 104. (2) Reactant: [Br:1][C:2]1[CH:10]=[CH:9][CH:8]=[C:7]2[C:3]=1[C:4]([CH3:17])=[C:5]([C:11]1[CH:16]=[CH:15][CH:14]=[CH:13][CH:12]=1)[NH:6]2.[CH3:18]I. Product: [Br:1][C:2]1[CH:10]=[CH:9][CH:8]=[C:7]2[C:3]=1[C:4]([CH3:17])=[C:5]([C:11]1[CH:12]=[CH:13][CH:14]=[CH:15][CH:16]=1)[N:6]2[CH3:18]. The catalyst class is: 3. (3) Reactant: [OH:1][C:2]1[CH:16]=[CH:15][C:5]([C:6]([C:8]2[CH:13]=[CH:12][C:11]([OH:14])=[CH:10][CH:9]=2)=[O:7])=[CH:4][CH:3]=1.C([O-])([O-])=O.[Cs+].[Cs+].[Na+].[I-].Cl[CH2:26][CH2:27][O:28][CH2:29][CH2:30][OH:31]. Product: [OH:31][CH2:30][CH2:29][O:28][CH2:27][CH2:26][O:1][C:2]1[CH:16]=[CH:15][C:5]([C:6]([C:8]2[CH:13]=[CH:12][C:11]([OH:14])=[CH:10][CH:9]=2)=[O:7])=[CH:4][CH:3]=1. The catalyst class is: 31. (4) Reactant: [CH3:1][C:2]1[C:3]([CH:23]=[CH:24][CH3:25])=[C:4]([CH:20]=[CH:21][CH:22]=1)[C:5]([NH:7][C:8]1([C:17]([OH:19])=[O:18])[CH2:16][C:15]2[C:10](=[CH:11][CH:12]=[CH:13][CH:14]=2)[CH2:9]1)=[O:6]. Product: [CH3:1][C:2]1[C:3]([CH2:23][CH2:24][CH3:25])=[C:4]([CH:20]=[CH:21][CH:22]=1)[C:5]([NH:7][C:8]1([C:17]([OH:19])=[O:18])[CH2:16][C:15]2[C:10](=[CH:11][CH:12]=[CH:13][CH:14]=2)[CH2:9]1)=[O:6]. The catalyst class is: 50. (5) Reactant: [CH3:1][O:2][C:3](=[CH2:8])[C:4]([O:6][CH3:7])=[O:5].CO[CH2:11][N:12]([CH2:18][C:19]1[CH:24]=[CH:23][CH:22]=[CH:21][CH:20]=1)[CH2:13][Si](C)(C)C.FC(F)(F)C(O)=O. The catalyst class is: 4. Product: [CH3:7][O:6][C:4]([C:3]1([O:2][CH3:1])[CH2:8][CH2:11][N:12]([CH2:18][C:19]2[CH:20]=[CH:21][CH:22]=[CH:23][CH:24]=2)[CH2:13]1)=[O:5].